This data is from Peptide-MHC class II binding affinity with 134,281 pairs from IEDB. The task is: Regression. Given a peptide amino acid sequence and an MHC pseudo amino acid sequence, predict their binding affinity value. This is MHC class II binding data. The peptide sequence is THRHIIGEGCPKPHR. The MHC is DRB1_1501 with pseudo-sequence DRB1_1501. The binding affinity (normalized) is 0.220.